Dataset: Reaction yield outcomes from USPTO patents with 853,638 reactions. Task: Predict the reaction yield, written as a fraction of the theoretical maximum amount of product (1.0 means a 100% yield; for example, 0.34 means a 34% yield). (1) The reactants are [Br:1][C:2]1[CH:7]=[CH:6][C:5]([S:8](Cl)(=[O:10])=[O:9])=[CH:4][CH:3]=1.CC([OH:15])C.N1C=CC=CC=1.C(O)(=O)C.[C:26](OC)([CH3:29])([CH3:28])[CH3:27]. No catalyst specified. The product is [Br:1][C:2]1[CH:7]=[CH:6][C:5]([S:8]([O:10][CH2:27][CH:26]([CH3:29])[CH3:28])(=[O:15])=[O:9])=[CH:4][CH:3]=1. The yield is 0.870. (2) The reactants are [CH:1]1[C:10]2[C:5](=[CH:6][CH:7]=[CH:8][CH:9]=2)[CH:4]=[C:3]([C:11]([OH:13])=O)[N:2]=1.CN(C(ON1N=NC2C=CC=CC1=2)=[N+](C)C)C.F[P-](F)(F)(F)(F)F.CCN(C(C)C)C(C)C.[CH3:47][O:48][C:49]([C:51]1[C:59]2[N:58]=[C:57]([NH2:60])[NH:56][C:55]=2[C:54]([O:61][CH3:62])=[CH:53][CH:52]=1)=[O:50]. The catalyst is CN(C=O)C.[Cl-].[Na+].O. The product is [CH3:47][O:48][C:49]([C:51]1[C:59]2[NH:58][C:57]([NH:60][C:11]([C:3]3[N:2]=[CH:1][C:10]4[C:5]([CH:4]=3)=[CH:6][CH:7]=[CH:8][CH:9]=4)=[O:13])=[N:56][C:55]=2[C:54]([O:61][CH3:62])=[CH:53][CH:52]=1)=[O:50]. The yield is 0.370. (3) The reactants are C([O-])(=O)C.[K+].[B:15]1([B:15]2[O:19][C:18]([CH3:21])([CH3:20])[C:17]([CH3:23])([CH3:22])[O:16]2)[O:19][C:18]([CH3:21])([CH3:20])[C:17]([CH3:23])([CH3:22])[O:16]1.Br[C:25]1[CH:30]=[CH:29][C:28]([NH:31][C:32]([NH:34][C:35]2[CH:40]=[CH:39][CH:38]=[C:37]([C:41]([F:44])([F:43])[F:42])[CH:36]=2)=[O:33])=[C:27]([F:45])[CH:26]=1. The catalyst is CS(C)=O. The product is [F:45][C:27]1[CH:26]=[C:25]([B:15]2[O:16][C:17]([CH3:22])([CH3:23])[C:18]([CH3:20])([CH3:21])[O:19]2)[CH:30]=[CH:29][C:28]=1[NH:31][C:32]([NH:34][C:35]1[CH:40]=[CH:39][CH:38]=[C:37]([C:41]([F:42])([F:44])[F:43])[CH:36]=1)=[O:33]. The yield is 0.730. (4) The reactants are [CH3:1][S:2]([NH2:5])(=[O:4])=[O:3].N1C=CC=CC=1.Br[C:13]1[CH:14]=[C:15]([CH:19]=[CH:20][CH:21]=1)[C:16](Cl)=[O:17].[CH3:22][O:23][C:24]1[CH:29]=[CH:28][C:27]([Cl:30])=[CH:26][C:25]=1B(O)O.C(=O)([O-])[O-].[Na+].[Na+]. The catalyst is C(Cl)Cl.O1CCOCC1.C1(P([Pd-4](P(C2C=CC=CC=2)(C2C=CC=CC=2)C2C=CC=CC=2)(P(C2C=CC=CC=2)(C2C=CC=CC=2)C2C=CC=CC=2)P(C2C=CC=CC=2)(C2C=CC=CC=2)C2C=CC=CC=2)(C2C=CC=CC=2)C2C=CC=CC=2)C=CC=CC=1.O. The product is [Cl:30][C:27]1[CH:26]=[CH:25][C:24]([O:23][CH3:22])=[C:29]([C:13]2[CH:21]=[CH:20][CH:19]=[C:15]([C:16]([NH:5][S:2]([CH3:1])(=[O:4])=[O:3])=[O:17])[CH:14]=2)[CH:28]=1. The yield is 0.880. (5) The reactants are Br[C:2]1[CH:3]=[C:4]([NH:10][C:11]2[CH:16]=[CH:15][C:14]([N:17]3[CH2:22][CH2:21][N:20]([CH2:23][CH2:24][O:25][CH3:26])[CH2:19][C@@H:18]3[CH3:27])=[CH:13][N:12]=2)[C:5](=[O:9])[N:6]([CH3:8])[CH:7]=1.[C:28]([O:31][CH2:32][C:33]1[C:34]([N:48]2[CH2:59][CH2:58][N:57]3[C:50](=[CH:51][C:52]4[CH2:53][C:54]([CH3:61])([CH3:60])[CH2:55][C:56]=43)[C:49]2=[O:62])=[N:35][CH:36]=[CH:37][C:38]=1B1OC(C)(C)C(C)(C)O1)(=[O:30])[CH3:29].[O-]P([O-])([O-])=O.[K+].[K+].[K+].C([O-])(=O)C.[Na+]. The catalyst is O.C1C=CC(P(C2C=CC=CC=2)[C-]2C=CC=C2)=CC=1.C1C=CC(P(C2C=CC=CC=2)[C-]2C=CC=C2)=CC=1.Cl[Pd]Cl.[Fe+2].C(#N)C. The product is [C:28]([O:31][CH2:32][C:33]1[C:34]([N:48]2[CH2:59][CH2:58][N:57]3[C:50](=[CH:51][C:52]4[CH2:53][C:54]([CH3:61])([CH3:60])[CH2:55][C:56]=43)[C:49]2=[O:62])=[N:35][CH:36]=[CH:37][C:38]=1[C:2]1[CH:3]=[C:4]([NH:10][C:11]2[CH:16]=[CH:15][C:14]([N:17]3[CH2:22][CH2:21][N:20]([CH2:23][CH2:24][O:25][CH3:26])[CH2:19][C@@H:18]3[CH3:27])=[CH:13][N:12]=2)[C:5](=[O:9])[N:6]([CH3:8])[CH:7]=1)(=[O:30])[CH3:29]. The yield is 0.650. (6) The reactants are [H-].[Na+].[C:3](=[O:8])([O:6][CH3:7])OC.[CH2:9]([O:11][C:12](=[O:27])[CH2:13][N:14]1[C:18]([C:19]([F:22])([F:21])[F:20])=[CH:17][C:16]([C:23]([F:26])([F:25])[F:24])=[N:15]1)C.Cl. The catalyst is C1(C)C=CC=CC=1.CO. The product is [CH3:9][O:11][C:12](=[O:27])[CH:13]([N:14]1[C:18]([C:19]([F:21])([F:22])[F:20])=[CH:17][C:16]([C:23]([F:26])([F:24])[F:25])=[N:15]1)[C:3]([O:6][CH3:7])=[O:8]. The yield is 0.840.